From a dataset of Catalyst prediction with 721,799 reactions and 888 catalyst types from USPTO. Predict which catalyst facilitates the given reaction. (1) Reactant: Cl[C:2]1[N:7]=[CH:6][N:5]=[C:4]2[NH:8][N:9]=[CH:10][C:3]=12.[CH3:11][O:12][C:13]1[CH:18]=[CH:17][C:16]([C:19]2[N:20]=[C:21]([CH:24]3[CH2:29][CH2:28][NH:27][CH2:26][CH2:25]3)[NH:22][CH:23]=2)=[CH:15][CH:14]=1.C(O)(C)C.C(N(C(C)C)CC)(C)C. Product: [CH3:11][O:12][C:13]1[CH:18]=[CH:17][C:16]([C:19]2[N:20]=[C:21]([CH:24]3[CH2:29][CH2:28][N:27]([C:2]4[N:7]=[CH:6][N:5]=[C:4]5[NH:8][N:9]=[CH:10][C:3]=45)[CH2:26][CH2:25]3)[NH:22][CH:23]=2)=[CH:15][CH:14]=1. The catalyst class is: 100. (2) Reactant: Br[Si](C)(C)C.[CH2:6]([O:13][C@H:14]1[C@H:19]([O:20][CH2:21][C:22]2[CH:27]=[CH:26][CH:25]=[CH:24][CH:23]=2)[C@H:18]([O:28][CH2:29][C:30]2[CH:35]=[CH:34][CH:33]=[CH:32][CH:31]=2)[C@H:17]([CH3:36])[O:16][C@@H:15]1[CH2:37][P:38](=[O:45])([O:42]CC)[O:39]CC)[C:7]1[CH:12]=[CH:11][CH:10]=[CH:9][CH:8]=1. Product: [CH2:6]([O:13][C@H:14]1[C@H:19]([O:20][CH2:21][C:22]2[CH:27]=[CH:26][CH:25]=[CH:24][CH:23]=2)[C@H:18]([O:28][CH2:29][C:30]2[CH:31]=[CH:32][CH:33]=[CH:34][CH:35]=2)[C@H:17]([CH3:36])[O:16][C@@H:15]1[CH2:37][P:38](=[O:39])([OH:42])[OH:45])[C:7]1[CH:8]=[CH:9][CH:10]=[CH:11][CH:12]=1. The catalyst class is: 2.